Dataset: Full USPTO retrosynthesis dataset with 1.9M reactions from patents (1976-2016). Task: Predict the reactants needed to synthesize the given product. (1) Given the product [CH:24]([C@H:21]1[C@@H:12]2[C@@H:13]3[C@@:8]([CH3:47])([CH2:9][CH2:10][C@@:11]2([C:27]([N:29]2[CH2:33][CH2:32][CH2:31][C@H:30]2[C:34]2[NH:35][C:36]([C:39]4[CH:40]=[CH:41][C:42]([O:45][CH3:46])=[CH:43][CH:44]=4)=[CH:37][N:38]=2)=[O:28])[CH2:23][CH2:22]1)[C@@:7]1([CH3:48])[C@@H:16]([C@:17]2([CH3:20])[C@@H:4]([CH2:5][CH2:6]1)[C:3]([CH3:50])([CH3:49])[C@@H:2]([O:1][C:56](=[O:58])[CH2:57][C:52]([CH3:59])([CH3:51])[C:53]([OH:55])=[O:54])[CH2:19][CH2:18]2)[CH2:15][CH2:14]3)([CH3:25])[CH3:26], predict the reactants needed to synthesize it. The reactants are: [OH:1][C@H:2]1[CH2:19][CH2:18][C@@:17]2([CH3:20])[C@@H:4]([CH2:5][CH2:6][C@:7]3([CH3:48])[C@@H:16]2[CH2:15][CH2:14][C@H:13]2[C@@:8]3([CH3:47])[CH2:9][CH2:10][C@@:11]3([C:27]([N:29]4[CH2:33][CH2:32][CH2:31][C@H:30]4[C:34]4[NH:35][C:36]([C:39]5[CH:44]=[CH:43][C:42]([O:45][CH3:46])=[CH:41][CH:40]=5)=[CH:37][N:38]=4)=[O:28])[CH2:23][CH2:22][C@@H:21]([CH:24]([CH3:26])[CH3:25])[C@@H:12]32)[C:3]1([CH3:50])[CH3:49].[CH3:51][C:52]1([CH3:59])[CH2:57][C:56](=[O:58])[O:55][C:53]1=[O:54]. (2) Given the product [CH2:1]([O:8][C:9](=[O:25])[NH:10][C:11]1[CH:16]=[CH:15][C:14]([CH2:17][C:18]2[CH:19]=[CH:20][C:21]([NH:24][C:33]([NH:32][C:26]3[CH:31]=[CH:30][CH:29]=[CH:28][CH:27]=3)=[O:34])=[CH:22][CH:23]=2)=[CH:13][CH:12]=1)[C:2]1[CH:7]=[CH:6][CH:5]=[CH:4][CH:3]=1, predict the reactants needed to synthesize it. The reactants are: [CH2:1]([O:8][C:9](=[O:25])[NH:10][C:11]1[CH:16]=[CH:15][C:14]([CH2:17][C:18]2[CH:23]=[CH:22][C:21]([NH2:24])=[CH:20][CH:19]=2)=[CH:13][CH:12]=1)[C:2]1[CH:7]=[CH:6][CH:5]=[CH:4][CH:3]=1.[C:26]1([N:32]=[C:33]=[O:34])[CH:31]=[CH:30][CH:29]=[CH:28][CH:27]=1. (3) Given the product [F:11][C:12]1[CH:17]=[CH:16][C:15]([S:18]([NH:1][C:2]2[CH:6]=[CH:5][S:4][C:3]=2[C:7]([O:9][CH3:10])=[O:8])(=[O:20])=[O:19])=[C:14]([CH3:22])[CH:13]=1, predict the reactants needed to synthesize it. The reactants are: [NH2:1][C:2]1[CH:6]=[CH:5][S:4][C:3]=1[C:7]([O:9][CH3:10])=[O:8].[F:11][C:12]1[CH:17]=[CH:16][C:15]([S:18](Cl)(=[O:20])=[O:19])=[C:14]([CH3:22])[CH:13]=1.N1C=CC=CC=1. (4) Given the product [C:1]([O:5][C:6]([N:8]1[CH2:13][CH2:12][N:11]([C:14]2[C:19]([OH:21])=[N:18][CH:17]=[CH:16][N:15]=2)[CH2:10][CH2:9]1)=[O:7])([CH3:4])([CH3:3])[CH3:2], predict the reactants needed to synthesize it. The reactants are: [C:1]([O:5][C:6]([N:8]1[CH2:13][CH2:12][N:11]([C:14]2[C:19](Cl)=[N:18][CH:17]=[CH:16][N:15]=2)[CH2:10][CH2:9]1)=[O:7])([CH3:4])([CH3:3])[CH3:2].[OH-:21].[Na+].Cl. (5) Given the product [F:21][C:8]([P:5](=[O:4])([OH:6])[OH:7])([F:22])[CH2:9][C@@H:10]([OH:20])[C@@H:11]([OH:19])[C@@H:12]([OH:18])[CH2:13][N:14]([CH:16]=[O:17])[OH:15], predict the reactants needed to synthesize it. The reactants are: [Na+].C([O:4][P:5]([C:8]([F:22])([F:21])[CH2:9][C@@H:10]([OH:20])[C@@H:11]([OH:19])[C@@H:12]([OH:18])[CH2:13][N:14]([CH:16]=[O:17])[OH:15])(=[O:7])[O-:6])C.N1C=CC=CC=1.C[Si](Br)(C)C. (6) The reactants are: [BH4-].[Na+].[F:3][C:4]1[CH:36]=[CH:35][C:7]([C:8]([CH2:10][N:11]2[CH:15]=[CH:14][N:13]=[C:12]2[CH2:16][O:17][Si:18]([C:31]([CH3:34])([CH3:33])[CH3:32])([C:25]2[CH:30]=[CH:29][CH:28]=[CH:27][CH:26]=2)[C:19]2[CH:24]=[CH:23][CH:22]=[CH:21][CH:20]=2)=[O:9])=[CH:6][CH:5]=1.Cl. Given the product [F:3][C:4]1[CH:36]=[CH:35][C:7]([CH:8]([OH:9])[CH2:10][N:11]2[CH:15]=[CH:14][N:13]=[C:12]2[CH2:16][O:17][Si:18]([C:31]([CH3:33])([CH3:32])[CH3:34])([C:19]2[CH:20]=[CH:21][CH:22]=[CH:23][CH:24]=2)[C:25]2[CH:30]=[CH:29][CH:28]=[CH:27][CH:26]=2)=[CH:6][CH:5]=1, predict the reactants needed to synthesize it.